This data is from Forward reaction prediction with 1.9M reactions from USPTO patents (1976-2016). The task is: Predict the product of the given reaction. (1) Given the reactants [CH3:1][C:2]1[CH:3]=[C:4]([S:9]([CH2:11][C:12]#[CH:13])=O)[CH:5]=[C:6]([CH3:8])[CH:7]=1.[BrH:14].C(OCC)(=O)C, predict the reaction product. The product is: [Br:14][CH2:13][C:12]1[C:3]2[C:2]([CH3:1])=[CH:7][C:6]([CH3:8])=[CH:5][C:4]=2[S:9][CH:11]=1. (2) The product is: [F:17][C:18]1[CH:23]=[CH:22][C:21]([S:24][CH:4]([C:5]2[CH:6]=[CH:7][C:8]([C:11]([F:12])([F:13])[F:14])=[CH:9][CH:10]=2)[C:3]([NH:25][C:26]2[CH:31]=[CH:30][CH:29]=[CH:28][N:27]=2)=[O:16])=[CH:20][CH:19]=1. Given the reactants CO[C:3](=[O:16])[CH:4](O)[C:5]1[CH:10]=[CH:9][C:8]([C:11]([F:14])([F:13])[F:12])=[CH:7][CH:6]=1.[F:17][C:18]1[CH:23]=[CH:22][C:21]([SH:24])=[CH:20][CH:19]=1.[NH2:25][C:26]1[CH:31]=[CH:30][CH:29]=[CH:28][N:27]=1, predict the reaction product. (3) Given the reactants [Br:1][C:2]1[CH:3]=[C:4]([CH:9]2[C:14]([C:15]([O:17]CC)=[O:16])=[C:13]([CH2:20][CH2:21][CH2:22][CH3:23])[NH:12][C:11]3[CH2:24][O:25][CH2:26][C:27](=[O:28])[C:10]2=3)[CH:5]=[CH:6][C:7]=1[F:8].BrN1C(=O)CCC1=O, predict the reaction product. The product is: [Br:1][C:2]1[CH:3]=[C:4]([CH:9]2[C:10]3[C:27](=[O:28])[CH2:26][O:25][CH2:24][C:11]=3[NH:12][C:13]3[CH:20]([CH2:21][CH2:22][CH3:23])[O:17][C:15](=[O:16])[C:14]2=3)[CH:5]=[CH:6][C:7]=1[F:8]. (4) The product is: [O:11]([CH2:18][C:19]([O:10][CH2:9][CH2:8][CH2:7][C:1]1[CH:6]=[CH:5][CH:4]=[CH:3][CH:2]=1)=[O:20])[C:12]1[CH:17]=[CH:16][CH:15]=[CH:14][CH:13]=1. Given the reactants [C:1]1([CH2:7][CH2:8][CH2:9][OH:10])[CH:6]=[CH:5][CH:4]=[CH:3][CH:2]=1.[O:11]([CH2:18][C:19](O)=[O:20])[C:12]1[CH:17]=[CH:16][CH:15]=[CH:14][CH:13]=1.[OH-].[K+], predict the reaction product. (5) Given the reactants Br[C:2]1[CH:3]=[N:4][N:5]([CH3:8])[C:6]=1[NH2:7].[F:9][C:10]1[CH:15]=[CH:14][CH:13]=[CH:12][C:11]=1B(O)O.CC(C1C=C(C(C)C)C(C2C=CC=CC=2P(C2CCCCC2)C2CCCCC2)=C(C(C)C)C=1)C.[O-]P([O-])([O-])=O.[K+].[K+].[K+], predict the reaction product. The product is: [F:9][C:10]1[CH:15]=[CH:14][CH:13]=[CH:12][C:11]=1[C:2]1[CH:3]=[N:4][N:5]([CH3:8])[C:6]=1[NH2:7].